This data is from hERG Central: cardiac toxicity at 1µM, 10µM, and general inhibition. The task is: Predict hERG channel inhibition at various concentrations. The drug is COc1ccc(NC(=O)CSCC(=O)N(C)CC(=O)Nc2ccc(Cl)c(C(F)(F)F)c2)cc1. Results: hERG_inhib (hERG inhibition (general)): blocker.